Predict which catalyst facilitates the given reaction. From a dataset of Catalyst prediction with 721,799 reactions and 888 catalyst types from USPTO. (1) Reactant: [OH:1][C@@H:2]([C@H:4]1[C:10](=[O:11])[N:9]2[C@@H:5]1[CH2:6][C:7]([C:15]1[CH:20]=[CH:19][CH:18]=[C:17]([CH2:21][OH:22])[CH:16]=1)=[C:8]2[C:12]([O-:14])=[O:13])[CH3:3].[Na+].Br[CH2:25][C:26]1[O:27][C:28](=[O:32])[O:29][C:30]=1[CH3:31]. Product: [OH:1][C@@H:2]([C@H:4]1[C:10](=[O:11])[N:9]2[C@@H:5]1[CH2:6][C:7]([C:15]1[CH:20]=[CH:19][CH:18]=[C:17]([CH2:21][OH:22])[CH:16]=1)=[C:8]2[C:12]([O:14][CH2:25][C:26]1[O:27][C:28](=[O:32])[O:29][C:30]=1[CH3:31])=[O:13])[CH3:3]. The catalyst class is: 3. (2) Reactant: [NH2:1][C@@H:2]([CH2:33][C:34]1[CH:39]=[CH:38][CH:37]=[CH:36][CH:35]=1)[CH2:3][C@H:4]([OH:32])[C@@H:5]([NH:19][C:20]([C@@H:22]([NH:27][C:28](=[O:31])[O:29][CH3:30])[C:23]([CH3:26])([CH3:25])[CH3:24])=[O:21])[CH2:6][C:7]1[CH:12]=[CH:11][C:10]([C:13]2[CH:18]=[CH:17][CH:16]=[CH:15][N:14]=2)=[CH:9][CH:8]=1.[CH3:40][O:41][C:42]([NH:44][C@@H:45]([C:49]([CH3:52])([CH3:51])[CH3:50])[C:46](O)=[O:47])=[O:43].CCOP(ON1N=NC2C=CC=CC=2C1=O)(OCC)=O.C(N(CC)C(C)C)(C)C. Product: [CH2:33]([C@H:2]([NH:1][C:46](=[O:47])[C@H:45]([C:49]([CH3:51])([CH3:50])[CH3:52])[NH:44][C:42](=[O:43])[O:41][CH3:40])[CH2:3][C@H:4]([OH:32])[C@H:5]([CH2:6][C:7]1[CH:12]=[CH:11][C:10]([C:13]2[CH:18]=[CH:17][CH:16]=[CH:15][N:14]=2)=[CH:9][CH:8]=1)[NH:19][C:20](=[O:21])[C@@H:22]([NH:27][C:28](=[O:31])[O:29][CH3:30])[C:23]([CH3:25])([CH3:26])[CH3:24])[C:34]1[CH:35]=[CH:36][CH:37]=[CH:38][CH:39]=1. The catalyst class is: 1. (3) Reactant: Br[CH2:2][C:3]([C:5]1[CH:10]=[CH:9][CH:8]=[C:7]([Br:11])[CH:6]=1)=[O:4].[NH:12]1[CH2:16][CH2:15][CH2:14][CH2:13]1.O. Product: [Br:11][C:7]1[CH:6]=[C:5]([C:3](=[O:4])[CH2:2][N:12]2[CH2:16][CH2:15][CH2:14][CH2:13]2)[CH:10]=[CH:9][CH:8]=1. The catalyst class is: 28. (4) Reactant: [C:1]1([C:7]2[CH:16]=[CH:15][C:10]3[NH:11][C:12]([NH2:14])=[N:13][C:9]=3[CH:8]=2)[CH:6]=[CH:5][CH:4]=[CH:3][CH:2]=1.[CH2:17]([N:19]=[C:20]=[O:21])[CH3:18]. Product: [CH2:17]([NH:19][C:20]([NH:14][C:12]1[NH:11][C:10]2[CH:15]=[CH:16][C:7]([C:1]3[CH:2]=[CH:3][CH:4]=[CH:5][CH:6]=3)=[CH:8][C:9]=2[N:13]=1)=[O:21])[CH3:18]. The catalyst class is: 1. (5) Reactant: S(Cl)(Cl)=O.[Cl:5][C:6]1[CH:11]=[CH:10][CH:9]=[CH:8][C:7]=1[CH2:12][C:13]([OH:15])=[O:14].S(Cl)([Cl:19])(=O)=O.[O:21]=[C:22]([N:26]1[CH2:30][CH2:29][CH2:28][CH2:27]1)[C@H:23](O)[CH3:24].C(N(CC)CC)C. Product: [Cl:19][CH:12]([C:7]1[CH:8]=[CH:9][CH:10]=[CH:11][C:6]=1[Cl:5])[C:13]([O:15][C@H:23]([CH3:24])[C:22](=[O:21])[N:26]1[CH2:30][CH2:29][CH2:28][CH2:27]1)=[O:14]. The catalyst class is: 226. (6) Reactant: [NH2:1][CH2:2][C:3]1[CH:4]=[C:5]([CH:8]=[CH:9][CH:10]=1)[C:6]#[N:7].[OH:11][C:12]1[CH:17]=[C:16]([CH3:18])[O:15][C:14](=O)[CH:13]=1. Product: [OH:11][C:12]1[CH:17]=[C:16]([CH3:18])[N:7]([CH2:6][C:5]2[CH:4]=[C:3]([CH:10]=[CH:9][CH:8]=2)[C:2]#[N:1])[C:14](=[O:15])[CH:13]=1. The catalyst class is: 6. (7) Reactant: [C:1]([O:5][C:6]([N:8]1[C@@H:13]([C@@H:14]([OH:28])[C@@H:15]([N+:25]([O-])=O)[CH2:16][C:17]2[CH:22]=[C:21]([F:23])[CH:20]=[C:19]([Br:24])[CH:18]=2)[CH2:12][O:11][C@@H:10]([O:29][CH2:30][C:31]([CH3:34])([CH3:33])[CH3:32])[C@@H:9]1[CH3:35])=[O:7])([CH3:4])([CH3:3])[CH3:2]. Product: [C:1]([O:5][C:6]([N:8]1[C@@H:13]([C@@H:14]([OH:28])[C@@H:15]([NH2:25])[CH2:16][C:17]2[CH:22]=[C:21]([F:23])[CH:20]=[C:19]([Br:24])[CH:18]=2)[CH2:12][O:11][C@@H:10]([O:29][CH2:30][C:31]([CH3:34])([CH3:33])[CH3:32])[C@@H:9]1[CH3:35])=[O:7])([CH3:2])([CH3:4])[CH3:3]. The catalyst class is: 183.